Task: Predict the reaction yield, written as a fraction of the theoretical maximum amount of product (1.0 means a 100% yield; for example, 0.34 means a 34% yield).. Dataset: Reaction yield outcomes from USPTO patents with 853,638 reactions (1) The reactants are [CH3:1][C:2]1([CH3:21])[C:7]2[CH:8]=[C:9]([C:12]3[S:16][C:15]([C:17]#[N:18])=[CH:14][C:13]=3[CH3:19])[CH:10]=[CH:11][C:6]=2[NH:5][C:4](=O)[O:3]1.COC1C=CC(P2(SP(C3C=CC(OC)=CC=3)(=S)S2)=[S:31])=CC=1. The catalyst is C1(C)C=CC=CC=1. The product is [CH3:1][C:2]1([CH3:21])[C:7]2[CH:8]=[C:9]([C:12]3[S:16][C:15]([C:17]#[N:18])=[CH:14][C:13]=3[CH3:19])[CH:10]=[CH:11][C:6]=2[NH:5][C:4](=[S:31])[O:3]1. The yield is 0.460. (2) The reactants are [NH2:1][C@H:2]1[CH2:6][CH2:5][N:4]([C:7]([C:9]2[CH:10]=[C:11]([CH:24]=[CH:25][C:26]=2[F:27])[CH2:12][C:13]2[C:22]3[C:17](=[CH:18][CH:19]=[CH:20][CH:21]=3)[C:16](=[O:23])[NH:15][N:14]=2)=[O:8])[CH2:3]1.[CH:28](=O)[C:29]1[CH:34]=[CH:33][N:32]=[CH:31][CH:30]=1.C(O[BH-](OC(=O)C)OC(=O)C)(=O)C.[Na+]. No catalyst specified. The product is [F:27][C:26]1[CH:25]=[CH:24][C:11]([CH2:12][C:13]2[C:22]3[C:17](=[CH:18][CH:19]=[CH:20][CH:21]=3)[C:16](=[O:23])[NH:15][N:14]=2)=[CH:10][C:9]=1[C:7]([N:4]1[CH2:5][CH2:6][C@H:2]([NH:1][CH2:28][C:29]2[CH:34]=[CH:33][N:32]=[CH:31][CH:30]=2)[CH2:3]1)=[O:8]. The yield is 0.830. (3) The yield is 0.340. The product is [CH3:12][O:11][C:7]1[CH:6]=[C:5]([NH:13][C:14]2[CH:19]=[N:18][CH:17]=[C:16]([C:4]3[CH:3]=[CH:8][C:7]([C:35]([C:32]4[CH:33]=[CH:34][C:29]([Cl:28])=[CH:30][CH:31]=4)=[O:36])=[CH:6][C:5]=3[NH2:13])[N:15]=2)[CH:4]=[C:3]([O:2][CH3:1])[C:8]=1[O:9][CH3:10]. The reactants are [CH3:1][O:2][C:3]1[CH:4]=[C:5]([NH:13][C:14]2[CH:19]=[N:18][CH:17]=[C:16](OC3C=CC(N)=CC=3)[N:15]=2)[CH:6]=[C:7]([O:11][CH3:12])[C:8]=1[O:9][CH3:10].[Cl:28][C:29]1[CH:34]=[CH:33][C:32]([C:35](Cl)=[O:36])=[CH:31][CH:30]=1. The catalyst is CCOC(C)=O. (4) The reactants are C1O[C:4]2([CH:11]3[CH2:12][C:7]4([S:14]([NH2:17])(=[O:16])=[O:15])[CH2:8][CH:9]([CH2:13][CH:5]2[CH2:6]4)[CH2:10]3)[O:3]C1.Cl. The catalyst is C1COCC1. The product is [NH2:17][S:14]([C:7]12[CH2:12][CH:11]3[CH2:10][CH:9]([CH2:13][CH:5]([C:4]3=[O:3])[CH2:6]1)[CH2:8]2)(=[O:15])=[O:16]. The yield is 0.820. (5) The reactants are CC1C=CC(S(OCC2CC3C=CC=C(NC4C=CC=CC=4)C=3O2)(=O)=O)=CC=1.[N-]=[N+]=[N-].[Na+].N(CC1CC2C=C(Cl)C=C(C3C=CSC=3)C=2O1)=[N+]=[N-].[N:52]([CH2:55][CH:56]1[CH2:60][C:59]2[CH:61]=[CH:62][CH:63]=[C:64]([NH:65][C:66]3[CH:71]=[CH:70][CH:69]=[CH:68][CH:67]=3)[C:58]=2[O:57]1)=[N+]=[N-].[N-]=[N+]=[N-].C1(P(C2C=CC=CC=2)C2C=CC=CC=2)C=CC=CC=1. No catalyst specified. The product is [NH2:52][CH2:55][CH:56]1[CH2:60][C:59]2[CH:61]=[CH:62][CH:63]=[C:64]([NH:65][C:66]3[CH:67]=[CH:68][CH:69]=[CH:70][CH:71]=3)[C:58]=2[O:57]1. The yield is 0.460. (6) The reactants are [O:1]=[C:2]1[C:6]2([CH2:11][CH2:10][NH:9][CH2:8][CH2:7]2)[N:5]([C:12]2[CH:17]=[CH:16][CH:15]=[CH:14][CH:13]=2)[CH2:4][N:3]1[CH2:18][C:19]1[CH:31]=[CH:30][C:22]([C:23]([O:25][C:26]([CH3:29])([CH3:28])[CH3:27])=[O:24])=[CH:21][CH:20]=1.Cl[CH2:33][CH2:34][CH2:35][N:36]1[C:44]2[C:39](=[CH:40][CH:41]=[CH:42][CH:43]=2)[CH2:38][C:37]1=[O:45].[I-].[Na+].C(=O)([O-])[O-].[K+].[K+]. The catalyst is CC(=O)CC.CO.ClCCl. The product is [O:1]=[C:2]1[C:6]2([CH2:11][CH2:10][N:9]([CH2:33][CH2:34][CH2:35][N:36]3[C:44]4[C:39](=[CH:40][CH:41]=[CH:42][CH:43]=4)[CH2:38][C:37]3=[O:45])[CH2:8][CH2:7]2)[N:5]([C:12]2[CH:17]=[CH:16][CH:15]=[CH:14][CH:13]=2)[CH2:4][N:3]1[CH2:18][C:19]1[CH:20]=[CH:21][C:22]([C:23]([O:25][C:26]([CH3:28])([CH3:27])[CH3:29])=[O:24])=[CH:30][CH:31]=1. The yield is 0.250. (7) The reactants are [F:1][C:2]([C:5]1[CH:10]=[C:9]([CH3:11])[CH:8]=[CH:7][N:6]=1)([F:4])[CH3:3].[O-:12][Mn](=O)(=O)=O.[K+].[OH2:18]. No catalyst specified. The product is [F:4][C:2]([C:5]1[CH:10]=[C:9]([CH:8]=[CH:7][N:6]=1)[C:11]([OH:12])=[O:18])([F:1])[CH3:3]. The yield is 0.120.